This data is from Full USPTO retrosynthesis dataset with 1.9M reactions from patents (1976-2016). The task is: Predict the reactants needed to synthesize the given product. (1) Given the product [Cl:26][C:27]1[CH:38]=[CH:37][C:30]([C:31]([C:2]2[C:11](=[O:12])[C:10]3[C:5](=[CH:6][CH:7]=[CH:8][CH:9]=3)[N:4]([CH2:13][C:14]3[CH:19]=[CH:18][CH:17]=[C:16]([CH3:20])[N:15]=3)[CH:3]=2)=[O:32])=[CH:29][CH:28]=1, predict the reactants needed to synthesize it. The reactants are: I[C:2]1[C:11](=[O:12])[C:10]2[C:5](=[CH:6][CH:7]=[CH:8][CH:9]=2)[N:4]([CH2:13][C:14]2[CH:19]=[CH:18][CH:17]=[C:16]([CH3:20])[N:15]=2)[CH:3]=1.C([Mg]Cl)(C)C.[Cl:26][C:27]1[CH:38]=[CH:37][C:30]([C:31](N(OC)C)=[O:32])=[CH:29][CH:28]=1. (2) Given the product [C:38]1([C:50]2[CH:55]=[CH:54][CH:53]=[CH:52][CH:51]=2)[CH:43]=[CH:42][C:41]([N:44]2[CH2:45][CH2:46][N:47]([C:31]([NH:21][CH2:20][CH2:19][CH2:18][CH2:17][N:14]3[CH2:15][CH2:16][N:11]([C:9]4[CH:8]=[C:7]([C:22]([F:24])([F:25])[F:23])[N:6]=[C:5]([C:1]([CH3:4])([CH3:2])[CH3:3])[N:10]=4)[CH2:12][CH2:13]3)=[O:32])[CH2:48][CH2:49]2)=[CH:40][CH:39]=1, predict the reactants needed to synthesize it. The reactants are: [C:1]([C:5]1[N:10]=[C:9]([N:11]2[CH2:16][CH2:15][N:14]([CH2:17][CH2:18][CH2:19][CH2:20][NH2:21])[CH2:13][CH2:12]2)[CH:8]=[C:7]([C:22]([F:25])([F:24])[F:23])[N:6]=1)([CH3:4])([CH3:3])[CH3:2].C1N=CN([C:31](N2C=NC=C2)=[O:32])C=1.[C:38]1([C:50]2[CH:55]=[CH:54][CH:53]=[CH:52][CH:51]=2)[CH:43]=[CH:42][C:41]([N:44]2[CH2:49][CH2:48][NH:47][CH2:46][CH2:45]2)=[CH:40][CH:39]=1. (3) Given the product [Br:25][C:18]1[C:19]2[C:24]([C:11]([C:8]3[CH:7]=[CH:6][C:5]([C:1]([CH3:4])([CH3:2])[CH3:3])=[CH:10][CH:9]=3)=[C:12]3[C:17]=1[CH:16]=[CH:15][CH:14]=[CH:13]3)=[CH:23][CH:22]=[CH:21][CH:20]=2, predict the reactants needed to synthesize it. The reactants are: [C:1]([C:5]1[CH:10]=[CH:9][C:8]([C:11]2[C:12]3[C:17]([CH:18]=[C:19]4[C:24]=2[CH:23]=[CH:22][CH:21]=[CH:20]4)=[CH:16][CH:15]=[CH:14][CH:13]=3)=[CH:7][CH:6]=1)([CH3:4])([CH3:3])[CH3:2].[Br:25]Br.S([O-])([O-])(=O)=S.[Na+].[Na+]. (4) Given the product [Cl:1][C:2]1[CH:7]=[CH:6][C:5]([S:8]([N:11]([C:15]2[C:16]([C:22](=[O:32])[C:23]3[CH:28]=[CH:27][CH:26]=[CH:25][C:24]=3[N+:29]([O-:31])=[O:30])=[N:17][CH:18]=[C:19]([Cl:21])[CH:20]=2)[CH2:12][O:13][CH3:14])(=[O:9])=[O:10])=[CH:4][C:3]=1[C:33]([F:34])([F:36])[F:35], predict the reactants needed to synthesize it. The reactants are: [Cl:1][C:2]1[CH:7]=[CH:6][C:5]([S:8]([N:11]([C:15]2[C:16]([CH:22]([OH:32])[C:23]3[CH:28]=[CH:27][CH:26]=[CH:25][C:24]=3[N+:29]([O-:31])=[O:30])=[N:17][CH:18]=[C:19]([Cl:21])[CH:20]=2)[CH2:12][O:13][CH3:14])(=[O:10])=[O:9])=[CH:4][C:3]=1[C:33]([F:36])([F:35])[F:34].CC(OI1(OC(C)=O)(OC(C)=O)OC(=O)C2C=CC=CC1=2)=O.[O-]S([O-])(=S)=O.[Na+].[Na+].C([O-])(O)=O.[Na+].